The task is: Predict the reaction yield, written as a fraction of the theoretical maximum amount of product (1.0 means a 100% yield; for example, 0.34 means a 34% yield).. This data is from Reaction yield outcomes from USPTO patents with 853,638 reactions. (1) The reactants are [O:1]1[C:5]([C:6]2[CH:11]=[CH:10][C:9]([S:12](Cl)(=[O:14])=[O:13])=[CH:8][CH:7]=2)=[CH:4][N:3]=[CH:2]1.O.[NH3:17]. The catalyst is O1CCCC1. The product is [O:1]1[C:5]([C:6]2[CH:11]=[CH:10][C:9]([S:12]([NH2:17])(=[O:14])=[O:13])=[CH:8][CH:7]=2)=[CH:4][N:3]=[CH:2]1. The yield is 0.870. (2) The reactants are [CH:1]1[N:5]=[CH:4][N:3]([CH2:6][C:7]([P:13]([OH:16])([OH:15])=[O:14])([P:9]([OH:12])([OH:11])=[O:10])[OH:8])[CH:2]=1.[OH-:17].[Na+:18]. The catalyst is O. The product is [CH:1]1[N:5]=[CH:4][N:3]([CH2:6][C:7]([P:9]([O-:12])([OH:11])=[O:10])([P:13]([O-:15])([OH:16])=[O:14])[OH:8])[CH:2]=1.[OH2:17].[OH2:8].[OH2:8].[OH2:8].[Na+:18].[Na+:18]. The yield is 0.230. (3) The reactants are [Br:1][C:2]1[CH:3]=[C:4]([CH:6]=[CH:7][CH:8]=1)[NH2:5].C(N(CC)CC)C.[C:16](O[C:16]([O:18][C:19]([CH3:22])([CH3:21])[CH3:20])=[O:17])([O:18][C:19]([CH3:22])([CH3:21])[CH3:20])=[O:17]. The catalyst is ClCCl. The product is [Br:1][C:2]1[CH:3]=[C:4]([NH:5][C:16](=[O:17])[O:18][C:19]([CH3:22])([CH3:21])[CH3:20])[CH:6]=[CH:7][CH:8]=1. The yield is 0.600. (4) The reactants are [CH:1]([N:4]1[C:8]([C:9]2[S:10][C:11]3[CH2:12][CH2:13][O:14][C:15]4[CH:22]=[C:21]([CH:23]5[CH2:28][CH2:27][N:26]([C:29]([CH3:33])([CH3:32])[C:30]#[N:31])[CH2:25][CH2:24]5)[CH:20]=[CH:19][C:16]=4[C:17]=3[N:18]=2)=[N:7][CH:6]=[N:5]1)([CH3:3])[CH3:2].S(=O)(=O)(O)[OH:35].C(=O)([O-])[O-].[Na+].[Na+]. No catalyst specified. The product is [CH:1]([N:4]1[C:8]([C:9]2[S:10][C:11]3[CH2:12][CH2:13][O:14][C:15]4[CH:22]=[C:21]([CH:23]5[CH2:28][CH2:27][N:26]([C:29]([CH3:33])([CH3:32])[C:30]([NH2:31])=[O:35])[CH2:25][CH2:24]5)[CH:20]=[CH:19][C:16]=4[C:17]=3[N:18]=2)=[N:7][CH:6]=[N:5]1)([CH3:3])[CH3:2]. The yield is 0.190. (5) The reactants are [CH3:1][O:2][C:3]1[CH:4]=[C:5]2[C:10](=[CH:11][C:12]=1[O:13][CH2:14][CH:15]1[CH2:20][CH2:19][NH:18][CH2:17][CH2:16]1)[N:9]=[CH:8][N:7]=[C:6]2[O:21][C:22]1[CH:23]=[C:24]2[C:28](=[CH:29][CH:30]=1)[NH:27][C:26]([CH3:31])=[CH:25]2.Cl[CH2:33][CH2:34][N:35]1[CH2:39][CH2:38][CH2:37][CH2:36]1.C(=O)([O-])[O-].[Na+].[Na+].[I-].[K+]. The catalyst is CO. The product is [CH3:1][O:2][C:3]1[CH:4]=[C:5]2[C:10](=[CH:11][C:12]=1[O:13][CH2:14][CH:15]1[CH2:20][CH2:19][N:18]([CH2:33][CH2:34][N:35]3[CH2:39][CH2:38][CH2:37][CH2:36]3)[CH2:17][CH2:16]1)[N:9]=[CH:8][N:7]=[C:6]2[O:21][C:22]1[CH:23]=[C:24]2[C:28](=[CH:29][CH:30]=1)[NH:27][C:26]([CH3:31])=[CH:25]2. The yield is 0.200. (6) The reactants are Br[C:2]1[CH:3]=[C:4]2[C:9](=[CH:10][CH:11]=1)[C:8]([Cl:12])=[N:7][N:6]=[CH:5]2.CC1(C)C2C(=C(P(C3C=CC=CC=3)C3C=CC=CC=3)C=CC=2)OC2C(P(C3C=CC=CC=3)C3C=CC=CC=3)=CC=CC1=2.C(N(CC)C(C)C)(C)C.[CH2:64]([SH:71])[C:65]1[CH:70]=[CH:69][CH:68]=[CH:67][CH:66]=1. The catalyst is C1C=CC(/C=C/C(/C=C/C2C=CC=CC=2)=O)=CC=1.C1C=CC(/C=C/C(/C=C/C2C=CC=CC=2)=O)=CC=1.C1C=CC(/C=C/C(/C=C/C2C=CC=CC=2)=O)=CC=1.[Pd].[Pd].O1CCOCC1. The product is [CH2:64]([S:71][C:2]1[CH:3]=[C:4]2[C:9](=[CH:10][CH:11]=1)[C:8]([Cl:12])=[N:7][N:6]=[CH:5]2)[C:65]1[CH:70]=[CH:69][CH:68]=[CH:67][CH:66]=1. The yield is 0.0824. (7) The reactants are [H-].[Na+].CC(C)([C:8]([O-:10])=[O:9])C([O-])=O.F[C:13]1[CH:18]=[CH:17][C:16]([F:19])=[CH:15][C:14]=1[N+:20]([O-:22])=[O:21].[Cl-].[NH4+].[C:25]([O:28][CH2:29]C)(=[O:27])[CH3:26].[CH3:31]CCCCC. The catalyst is CS(C)=O. The product is [F:19][C:16]1[CH:17]=[CH:18][C:13]([CH:26]([C:8]([O:10][CH3:31])=[O:9])[C:25]([O:28][CH3:29])=[O:27])=[C:14]([N+:20]([O-:22])=[O:21])[CH:15]=1. The yield is 0.800.